Dataset: Reaction yield outcomes from USPTO patents with 853,638 reactions. Task: Predict the reaction yield, written as a fraction of the theoretical maximum amount of product (1.0 means a 100% yield; for example, 0.34 means a 34% yield). (1) The reactants are [CH3:1][O:2][C:3]1[CH:17]=[CH:16][C:6]([CH2:7]P(=O)(OCC)OCC)=[CH:5][CH:4]=1.[H-].[Na+].[CH:20]([C:22]1[CH:27]=[CH:26][CH:25]=[CH:24][C:23]=1[C:28]1[N:33]=[C:32]([N:34]2[C:38]([C:39]([F:42])([F:41])[F:40])=[C:37]([C:43]([O:45]CC)=[O:44])[CH:36]=[N:35]2)[CH:31]=[CH:30][CH:29]=1)=O. The catalyst is O1CCCC1. The product is [CH3:1][O:2][C:3]1[CH:4]=[CH:5][C:6](/[CH:7]=[CH:20]/[C:22]2[CH:27]=[CH:26][CH:25]=[CH:24][C:23]=2[C:28]2[N:33]=[C:32]([N:34]3[C:38]([C:39]([F:41])([F:42])[F:40])=[C:37]([C:43]([OH:45])=[O:44])[CH:36]=[N:35]3)[CH:31]=[CH:30][CH:29]=2)=[CH:16][CH:17]=1. The yield is 1.48. (2) The reactants are [F:1][C:2]1[C:3]2[N:4]([C:14]([CH2:17][O:18][C:19]3[C:28]4[C:23](=[CH:24][C:25]([OH:29])=[CH:26][CH:27]=4)[N:22]=[CH:21][CH:20]=3)=[N:15][N:16]=2)[CH:5]=[C:6]([C:8]2[O:12][N:11]=[C:10]([CH3:13])[CH:9]=2)[CH:7]=1.C1C=CC(P(C2C=CC=CC=2)C2C=CC=CC=2)=CC=1.[CH3:49][O:50][CH2:51][CH2:52]O.C(Cl)Cl.CCOC(/N=N/C(OCC)=O)=O. No catalyst specified. The product is [F:1][C:2]1[C:3]2[N:4]([C:14]([CH2:17][O:18][C:19]3[C:28]4[C:23](=[CH:24][C:25]([O:29][CH2:52][CH2:51][O:50][CH3:49])=[CH:26][CH:27]=4)[N:22]=[CH:21][CH:20]=3)=[N:15][N:16]=2)[CH:5]=[C:6]([C:8]2[O:12][N:11]=[C:10]([CH3:13])[CH:9]=2)[CH:7]=1. The yield is 0.550. (3) The reactants are Br[CH2:2][C:3]1[N:4]=[C:5]([CH3:13])[O:6][C:7]=1[C:8]([O:10][CH2:11][CH3:12])=[O:9].C(N)(=[S:16])C. The catalyst is C(O)C. The product is [SH:16][CH2:2][C:3]1[N:4]=[C:5]([CH3:13])[O:6][C:7]=1[C:8]([O:10][CH2:11][CH3:12])=[O:9]. The yield is 0.950. (4) The reactants are [CH:1]1[C:14]2[C:13](=O)[C:12]3[C:7](=[CH:8][CH:9]=[CH:10][CH:11]=3)[CH2:6][C:5]=2[CH:4]=[CH:3][CH:2]=1.Cl.[Sn]. The catalyst is C(O)(=O)C. The product is [CH:1]1[C:14]2[C:5](=[CH:6][C:7]3[C:12]([C:13]=2[C:6]2[C:7]4[C:12]([CH:13]=[C:14]5[C:5]=2[CH:4]=[CH:3][CH:2]=[CH:1]5)=[CH:11][CH:10]=[CH:9][CH:8]=4)=[CH:11][CH:10]=[CH:9][CH:8]=3)[CH:4]=[CH:3][CH:2]=1.[C:5]1([CH3:6])[CH:14]=[CH:1][CH:2]=[CH:3][CH:4]=1. The yield is 0.810. (5) The reactants are [CH2:1]([O:13][C:14]1[CH:15]=[C:16]([CH:21]=[C:22]([O:24][CH2:25][CH2:26][CH2:27][CH2:28][CH2:29][CH2:30][CH2:31][CH2:32][CH2:33][CH2:34][CH2:35][CH3:36])[CH:23]=1)[CH2:17][N:18]=[N+]=[N-])[CH2:2][CH2:3][CH2:4][CH2:5][CH2:6][CH2:7][CH2:8][CH2:9][CH2:10][CH2:11][CH3:12].CO.[H][H]. The catalyst is CCOCC. The product is [CH2:25]([O:24][C:22]1[CH:21]=[C:16]([CH:15]=[C:14]([O:13][CH2:1][CH2:2][CH2:3][CH2:4][CH2:5][CH2:6][CH2:7][CH2:8][CH2:9][CH2:10][CH2:11][CH3:12])[CH:23]=1)[CH2:17][NH2:18])[CH2:26][CH2:27][CH2:28][CH2:29][CH2:30][CH2:31][CH2:32][CH2:33][CH2:34][CH2:35][CH3:36]. The yield is 0.880. (6) The reactants are [Si]([O:8][C:9]1[CH:10]=[C:11]2[C:16](=[CH:17][CH:18]=1)[CH:15]=[C:14]([C:19]#[C:20][CH2:21][CH2:22][NH:23][C:24](=[O:33])[O:25][CH2:26][C:27]1[CH:32]=[CH:31][CH:30]=[CH:29][CH:28]=1)[CH:13]=[CH:12]2)(C(C)(C)C)(C)C.[F-].C([N+](CCCC)(CCCC)CCCC)CCC. The catalyst is C1COCC1. The product is [OH:8][C:9]1[CH:10]=[C:11]2[C:16](=[CH:17][CH:18]=1)[CH:15]=[C:14]([C:19]#[C:20][CH2:21][CH2:22][NH:23][C:24](=[O:33])[O:25][CH2:26][C:27]1[CH:28]=[CH:29][CH:30]=[CH:31][CH:32]=1)[CH:13]=[CH:12]2. The yield is 0.500. (7) The product is [CH2:1]([O:8][C:9]1[C:13]([CH2:14][OH:15])=[CH:12][N:11]([CH3:19])[N:10]=1)[C:2]1[CH:7]=[CH:6][CH:5]=[CH:4][CH:3]=1. The reactants are [CH2:1]([O:8][C:9]1[C:13]([C:14](OCC)=[O:15])=[CH:12][N:11]([CH3:19])[N:10]=1)[C:2]1[CH:7]=[CH:6][CH:5]=[CH:4][CH:3]=1.[H-].[Al+3].[Li+].[H-].[H-].[H-].O.O.O.O.O.O.O.O.O.O.[O-]S([O-])(=O)=O.[Na+].[Na+]. The catalyst is O1CCCC1. The yield is 0.910.